The task is: Binary Classification. Given a miRNA mature sequence and a target amino acid sequence, predict their likelihood of interaction.. This data is from Experimentally validated miRNA-target interactions with 360,000+ pairs, plus equal number of negative samples. The miRNA is hsa-miR-378j with sequence ACUGGAUUUGGAGCCAGAA. The protein sequence of the target gene is MAQNLKDLAGRLPAGPRGMGTALKLLLGAGAVAYGVRESVFTVEGGHRAIFFNRIGGVQQDTILAEGLHFRIPWFQYPIIYDIRARPRKISSPTGSKDLQMVNISLRVLSRPNAQELPSMYQRLGLDYEERVLPSIVNEVLKSVVAKFNASQLITQRAQVSLLIRRELTERAKDFSLILDDVAITELSFSREYTAAVEAKQVAQQEAQRAQFLVEKAKQEQRQKIVQAEGEAEAAKMLGEALSKNPGYIKLRKIRAAQNISKTIATSQNRIYLTADNLVLNLQDESFTRGSDSLIKGKK. Result: 1 (interaction).